Task: Regression. Given a peptide amino acid sequence and an MHC pseudo amino acid sequence, predict their binding affinity value. This is MHC class II binding data.. Dataset: Peptide-MHC class II binding affinity with 134,281 pairs from IEDB (1) The peptide sequence is GTSGSPIVNRNGEVI. The MHC is DRB1_0401 with pseudo-sequence DRB1_0401. The binding affinity (normalized) is 0. (2) The peptide sequence is CAWTIVRVEILRNFY. The MHC is DRB1_1101 with pseudo-sequence DRB1_1101. The binding affinity (normalized) is 0.230. (3) The peptide sequence is NAAYNAADHAAPEDK. The MHC is HLA-DPA10103-DPB10301 with pseudo-sequence HLA-DPA10103-DPB10301. The binding affinity (normalized) is 0.0546.